This data is from Peptide-MHC class I binding affinity with 185,985 pairs from IEDB/IMGT. The task is: Regression. Given a peptide amino acid sequence and an MHC pseudo amino acid sequence, predict their binding affinity value. This is MHC class I binding data. (1) The peptide sequence is HHANEYRQY. The MHC is HLA-A30:02 with pseudo-sequence HLA-A30:02. The binding affinity (normalized) is 0.182. (2) The peptide sequence is ITYKCPLL. The MHC is H-2-Db with pseudo-sequence H-2-Db. The binding affinity (normalized) is 0.150. (3) The MHC is HLA-B53:01 with pseudo-sequence HLA-B53:01. The binding affinity (normalized) is 0.293. The peptide sequence is AVLLHEESM. (4) The peptide sequence is RSATETLAGAW. The MHC is Mamu-B52 with pseudo-sequence Mamu-B52. The binding affinity (normalized) is 0.414. (5) The peptide sequence is EVRLATMLF. The MHC is HLA-B58:01 with pseudo-sequence HLA-B58:01. The binding affinity (normalized) is 0.0847.